Predict the reaction yield, written as a fraction of the theoretical maximum amount of product (1.0 means a 100% yield; for example, 0.34 means a 34% yield). From a dataset of Reaction yield outcomes from USPTO patents with 853,638 reactions. (1) The reactants are Br[C:2]1[CH:3]=[CH:4][C:5]2[S:9][C:8]([CH2:10][O:11][C:12]3[C:13]([F:22])=[C:14]([C:19]([NH2:21])=[O:20])[C:15]([F:18])=[CH:16][CH:17]=3)=[N:7][C:6]=2[CH:23]=1.[N:24]1[CH:29]=[CH:28][C:27](B(O)O)=[CH:26][CH:25]=1.C([O-])([O-])=O.[Na+].[Na+]. The catalyst is O1CCOCC1.C1C=CC([P]([Pd]([P](C2C=CC=CC=2)(C2C=CC=CC=2)C2C=CC=CC=2)([P](C2C=CC=CC=2)(C2C=CC=CC=2)C2C=CC=CC=2)[P](C2C=CC=CC=2)(C2C=CC=CC=2)C2C=CC=CC=2)(C2C=CC=CC=2)C2C=CC=CC=2)=CC=1.O. The product is [F:22][C:13]1[C:12]([O:11][CH2:10][C:8]2[S:9][C:5]3[CH:4]=[CH:3][C:2]([C:27]4[CH:28]=[CH:29][N:24]=[CH:25][CH:26]=4)=[CH:23][C:6]=3[N:7]=2)=[CH:17][CH:16]=[C:15]([F:18])[C:14]=1[C:19]([NH2:21])=[O:20]. The yield is 0.280. (2) The reactants are [F:1][C:2]1[N:10]=[C:9]2[C:5]([N:6]=[C:7]([CH2:11][C:12]3[C:20]([I:21])=[CH:19][C:15]4[O:16][CH2:17][O:18][C:14]=4[CH:13]=3)[NH:8]2)=[C:4]([NH2:22])[N:3]=1.S([O:33][CH2:34][CH2:35][CH2:36][CH2:37][CH2:38][CH2:39][CH2:40][CH2:41]O)(C1C=CC(C)=CC=1)(=O)=O.C([O-])([O-])=O.[Cs+].[Cs+]. The catalyst is CN(C=O)C. The product is [NH2:22][C:4]1[N:3]=[C:2]([F:1])[N:10]=[C:9]2[C:5]=1[N:6]=[C:7]([CH2:11][C:12]1[C:20]([I:21])=[CH:19][C:15]3[O:16][CH2:17][O:18][C:14]=3[CH:13]=1)[N:8]2[CH2:41][CH2:40][CH2:39][CH2:38][CH2:37][CH2:36][CH2:35][CH2:34][OH:33]. The yield is 0.130. (3) The reactants are [CH3:1][O:2][C:3]1[N:8]=[N:7][C:6]([N:9]2[C:13]([C:14]3[CH:19]=[CH:18][CH:17]=[CH:16][N:15]=3)=[CH:12][C:11]([C:20]([OH:22])=O)=[N:10]2)=[CH:5][CH:4]=1.[CH2:23]([NH2:28])[C:24]([CH3:27])([CH3:26])[CH3:25]. No catalyst specified. The product is [CH2:23]([NH:28][C:20]([C:11]1[CH:12]=[C:13]([C:14]2[CH:19]=[CH:18][CH:17]=[CH:16][N:15]=2)[N:9]([C:6]2[N:7]=[N:8][C:3]([O:2][CH3:1])=[CH:4][CH:5]=2)[N:10]=1)=[O:22])[C:24]([CH3:27])([CH3:26])[CH3:25]. The yield is 0.580.